This data is from Peptide-MHC class I binding affinity with 185,985 pairs from IEDB/IMGT. The task is: Regression. Given a peptide amino acid sequence and an MHC pseudo amino acid sequence, predict their binding affinity value. This is MHC class I binding data. The peptide sequence is GLSQFTHTV. The MHC is HLA-A02:02 with pseudo-sequence HLA-A02:02. The binding affinity (normalized) is 0.846.